Dataset: Reaction yield outcomes from USPTO patents with 853,638 reactions. Task: Predict the reaction yield, written as a fraction of the theoretical maximum amount of product (1.0 means a 100% yield; for example, 0.34 means a 34% yield). (1) The reactants are [F:1][C:2]1[CH:10]=[C:9]2[C:5]([C:6]([C:20]3[CH:21]=[N:22][N:23]([CH2:25][CH:26]4[CH2:31][CH2:30][NH:29][CH2:28][CH2:27]4)[CH:24]=3)=[CH:7][N:8]2[S:11]([C:14]2[CH:19]=[CH:18][CH:17]=[CH:16][CH:15]=2)(=[O:13])=[O:12])=[CH:4][CH:3]=1.C([O-])([O-])=O.[K+].[K+].[F:38][C:39]([F:44])([F:43])[CH:40]1[CH2:42][O:41]1.O. The catalyst is CN(C=O)C. The product is [F:38][C:39]([F:44])([F:43])[CH:40]([OH:41])[CH2:42][N:29]1[CH2:30][CH2:31][CH:26]([CH2:25][N:23]2[CH:24]=[C:20]([C:6]3[C:5]4[C:9](=[CH:10][C:2]([F:1])=[CH:3][CH:4]=4)[N:8]([S:11]([C:14]4[CH:15]=[CH:16][CH:17]=[CH:18][CH:19]=4)(=[O:12])=[O:13])[CH:7]=3)[CH:21]=[N:22]2)[CH2:27][CH2:28]1. The yield is 0.470. (2) The reactants are C([N:4]1[C:8]2=[N:9][CH:10]=[C:11]([F:14])[C:12](I)=[C:7]2[CH:6]=[CH:5]1)(=O)C.[CH2:15]([N:17]1[CH:21]=[C:20](B2OC(C)(C)C(C)(C)O2)[C:19]([C:31]2[CH:36]=[CH:35][C:34]([N+:37]([O-:39])=[O:38])=[CH:33][CH:32]=2)=[N:18]1)[CH3:16].C(=O)(O)[O-].[Na+].O. The catalyst is C1C=CC([P]([Pd]([P](C2C=CC=CC=2)(C2C=CC=CC=2)C2C=CC=CC=2)([P](C2C=CC=CC=2)(C2C=CC=CC=2)C2C=CC=CC=2)[P](C2C=CC=CC=2)(C2C=CC=CC=2)C2C=CC=CC=2)(C2C=CC=CC=2)C2C=CC=CC=2)=CC=1.CN(C)C=O. The product is [CH2:15]([N:17]1[CH:21]=[C:20]([C:12]2[C:11]([F:14])=[CH:10][N:9]=[C:8]3[NH:4][CH:5]=[CH:6][C:7]=23)[C:19]([C:31]2[CH:36]=[CH:35][C:34]([N+:37]([O-:39])=[O:38])=[CH:33][CH:32]=2)=[N:18]1)[CH3:16]. The yield is 0.800. (3) The reactants are [CH3:1][O:2][C:3](=[O:20])[CH2:4][CH2:5][C:6]1[C:7](=[O:19])[N:8]([CH2:11][C:12]2[CH:17]=[CH:16][C:15]([NH2:18])=[CH:14][CH:13]=2)[CH2:9][CH:10]=1.[C:21](Cl)(=[O:28])[C:22]1[CH:27]=[CH:26][CH:25]=[CH:24][CH:23]=1.C(NC(C)C)(C)C.CO. The catalyst is C(Cl)Cl. The product is [CH3:1][O:2][C:3](=[O:20])[CH2:4][CH2:5][C:6]1[C:7](=[O:19])[N:8]([CH2:11][C:12]2[CH:13]=[CH:14][C:15]([NH:18][C:21](=[O:28])[C:22]3[CH:27]=[CH:26][CH:25]=[CH:24][CH:23]=3)=[CH:16][CH:17]=2)[CH2:9][CH:10]=1. The yield is 0.870. (4) The reactants are [Br:1]C1C=C(OC)C(N2CCN(C)CC2)=NC=1.[O:17]([C:20]1[CH:25]=[CH:24][N:23]=[C:22]([N:26]2[CH2:31][CH2:30][N:29]([C:32]([O:34][C:35]([CH3:38])([CH3:37])[CH3:36])=[O:33])[CH2:28][C@@H:27]2[CH3:39])[CH:21]=1)[CH2:18][CH3:19]. No catalyst specified. The product is [Br:1][C:25]1[C:20]([O:17][CH2:18][CH3:19])=[CH:21][C:22]([N:26]2[CH2:31][CH2:30][N:29]([C:32]([O:34][C:35]([CH3:37])([CH3:36])[CH3:38])=[O:33])[CH2:28][C@@H:27]2[CH3:39])=[N:23][CH:24]=1. The yield is 0.910. (5) The reactants are Br[CH2:2][CH2:3][CH2:4][CH2:5][CH2:6][CH2:7][O:8][CH2:9][C:10]([C:13]1[CH:18]=[CH:17][CH:16]=[CH:15][CH:14]=1)([F:12])[F:11].[C:19]1(=[O:29])[NH:23][C:22](=[O:24])[C:21]2=[CH:25][CH:26]=[CH:27][CH:28]=[C:20]12.[K]. The catalyst is CN(C)C=O.[Br-].C([P+](CCCC)(CCCC)CCCC)CCCCCCCCCCCCCCC. The product is [F:11][C:10]([F:12])([C:13]1[CH:18]=[CH:17][CH:16]=[CH:15][CH:14]=1)[CH2:9][O:8][CH2:7][CH2:6][CH2:5][CH2:4][CH2:3][CH2:2][N:23]1[C:19](=[O:29])[C:20]2[C:21](=[CH:25][CH:26]=[CH:27][CH:28]=2)[C:22]1=[O:24]. The yield is 0.490. (6) The reactants are [CH2:1]([NH:8][C@H:9]([CH2:18][OH:19])[CH2:10][C:11]1[CH:16]=[CH:15][C:14]([OH:17])=[CH:13][CH:12]=1)[C:2]1[CH:7]=[CH:6][CH:5]=[CH:4][CH:3]=1.[O:20]([CH2:27][C@H:28]1[O:30][CH2:29]1)[C:21]1[CH:26]=[CH:25][CH:24]=[CH:23][CH:22]=1. The catalyst is C(O)C. The product is [CH2:1]([N:8]([CH2:29][C@H:28]([OH:30])[CH2:27][O:20][C:21]1[CH:26]=[CH:25][CH:24]=[CH:23][CH:22]=1)[C@H:9]([CH2:18][OH:19])[CH2:10][C:11]1[CH:12]=[CH:13][C:14]([OH:17])=[CH:15][CH:16]=1)[C:2]1[CH:3]=[CH:4][CH:5]=[CH:6][CH:7]=1. The yield is 0.770. (7) The yield is 0.710. The reactants are [C:1]([C:3]1[CH:8]=[CH:7][CH:6]=[CH:5][C:4]=1[C:9]1[CH:10]=[C:11]([CH2:23][N:24](C)[C:25](=O)OC(C)(C)C)[S:12][C:13]=1[S:14]([C:17]1[CH:18]=[N:19][CH:20]=[CH:21][CH:22]=1)(=[O:16])=[O:15])#[N:2].C(OCC)(=O)C.[ClH:39]. The product is [ClH:39].[CH3:25][NH:24][CH2:23][C:11]1[S:12][C:13]([S:14]([C:17]2[CH:18]=[N:19][CH:20]=[CH:21][CH:22]=2)(=[O:16])=[O:15])=[C:9]([C:4]2[CH:5]=[CH:6][CH:7]=[CH:8][C:3]=2[C:1]#[N:2])[CH:10]=1. The catalyst is C(OCC)(=O)C.C(O)C.